From a dataset of Peptide-MHC class I binding affinity with 185,985 pairs from IEDB/IMGT. Regression. Given a peptide amino acid sequence and an MHC pseudo amino acid sequence, predict their binding affinity value. This is MHC class I binding data. (1) The peptide sequence is YAVINRNVL. The MHC is H-2-Db with pseudo-sequence H-2-Db. The binding affinity (normalized) is 0.836. (2) The peptide sequence is KTDIVNTTY. The MHC is HLA-B18:01 with pseudo-sequence HLA-B18:01. The binding affinity (normalized) is 0.0847. (3) The peptide sequence is MMWIPGWFG. The MHC is HLA-B15:17 with pseudo-sequence HLA-B15:17. The binding affinity (normalized) is 0.0847. (4) The peptide sequence is AQIDNYNKF. The MHC is HLA-B42:01 with pseudo-sequence HLA-B42:01. The binding affinity (normalized) is 0.